From a dataset of Catalyst prediction with 721,799 reactions and 888 catalyst types from USPTO. Predict which catalyst facilitates the given reaction. Product: [CH:29]1([CH2:28][N:7]2[C:6]([N:39]3[CH2:40][CH2:41][N:36]([S:32]([CH3:35])(=[O:34])=[O:33])[CH2:37][CH2:38]3)=[N:14][C:13]3[C:8]2=[N:9][C:10]([C:21]2[CH:22]=[N:23][C:24]([NH2:27])=[N:25][CH:26]=2)=[N:11][C:12]=3[N:15]2[CH2:20][CH2:19][O:18][CH2:17][CH2:16]2)[CH2:31][CH2:30]1. Reactant: CS(C)=O.Cl[C:6]1[N:7]([CH2:28][CH:29]2[CH2:31][CH2:30]2)[C:8]2[C:13]([N:14]=1)=[C:12]([N:15]1[CH2:20][CH2:19][O:18][CH2:17][CH2:16]1)[N:11]=[C:10]([C:21]1[CH:22]=[N:23][C:24]([NH2:27])=[N:25][CH:26]=1)[N:9]=2.[S:32]([N:36]1[CH2:41][CH2:40][NH:39][CH2:38][CH2:37]1)([CH3:35])(=[O:34])=[O:33]. The catalyst class is: 98.